This data is from Forward reaction prediction with 1.9M reactions from USPTO patents (1976-2016). The task is: Predict the product of the given reaction. Given the reactants [CH3:1][CH:2]([CH2:6][CH2:7][CH2:8][CH:9]([CH3:11])[CH3:10])[CH2:3][CH2:4]O.S(=O)(=O)(O)O.[BrH:17], predict the reaction product. The product is: [Br:17][CH2:4][CH2:3][CH:2]([CH3:1])[CH2:6][CH2:7][CH2:8][CH:9]([CH3:11])[CH3:10].